This data is from Reaction yield outcomes from USPTO patents with 853,638 reactions. The task is: Predict the reaction yield, written as a fraction of the theoretical maximum amount of product (1.0 means a 100% yield; for example, 0.34 means a 34% yield). (1) The reactants are [NH2:1][C:2]1[C:3]([N+:18]([O-])=O)=[C:4]([CH:9]=[C:10]([N:12]2[CH2:17][CH2:16][O:15][CH2:14][CH2:13]2)[CH:11]=1)[C:5]([O:7][CH3:8])=[O:6]. The catalyst is CO.[Pd]. The product is [NH2:18][C:3]1[C:2]([NH2:1])=[CH:11][C:10]([N:12]2[CH2:17][CH2:16][O:15][CH2:14][CH2:13]2)=[CH:9][C:4]=1[C:5]([O:7][CH3:8])=[O:6]. The yield is 0.801. (2) The reactants are [ClH:1].[F:2][C:3]1[C:4]([C:18]2[N:19]=[N:20][C:21]([N:24]([CH3:35])[CH:25]3[CH2:30][C:29]([CH3:32])([CH3:31])[NH:28][C:27]([CH3:34])([CH3:33])[CH2:26]3)=[CH:22][CH:23]=2)=[C:5]([OH:17])[CH:6]=[C:7]([C:9]2[CH:14]=[CH:13][N:12]=[C:11]([O:15]C)[CH:10]=2)[CH:8]=1.Cl.N1C=CC=CC=1.Cl. The catalyst is CO.CS(C)=O. The product is [ClH:1].[F:2][C:3]1[CH:8]=[C:7]([C:9]2[CH:14]=[CH:13][NH:12][C:11](=[O:15])[CH:10]=2)[CH:6]=[C:5]([OH:17])[C:4]=1[C:18]1[N:19]=[N:20][C:21]([N:24]([CH3:35])[CH:25]2[CH2:30][C:29]([CH3:31])([CH3:32])[NH:28][C:27]([CH3:34])([CH3:33])[CH2:26]2)=[CH:22][CH:23]=1. The yield is 0.260. (3) The reactants are [CH2:1]([O:3][C:4]([C:6]1[C:15](=[O:16])[C:14]2[C:9](=[C:10](Br)[CH:11]=[CH:12][C:13]=2[O:17][CH3:18])[NH:8][CH:7]=1)=[O:5])[CH3:2].C([O-])(=O)C.[Na+]. The catalyst is C(O)(=O)C.[Pd]. The product is [CH2:1]([O:3][C:4]([C:6]1[C:15](=[O:16])[C:14]2[C:9](=[CH:10][CH:11]=[CH:12][C:13]=2[O:17][CH3:18])[NH:8][CH:7]=1)=[O:5])[CH3:2]. The yield is 0.570. (4) The reactants are C[O:2][C:3](=O)[C:4]1[C:9]([N+:10]([O-:12])=[O:11])=[CH:8][CH:7]=[C:6]([F:13])[C:5]=1[CH2:14]Br.[CH3:17][NH2:18]. The catalyst is C1COCC1. The product is [F:13][C:6]1[CH:7]=[CH:8][C:9]([N+:10]([O-:12])=[O:11])=[C:4]2[C:5]=1[CH2:14][N:18]([CH3:17])[C:3]2=[O:2]. The yield is 0.500. (5) The reactants are [OH-].[Na+].[C:3]([O:7][C:8]([N:10]1[CH2:15][CH2:14][C:13](=[CH:16][C:17]2[CH:22]=[CH:21][CH:20]=[CH:19][C:18]=2[C:23]([O:25]C)=[O:24])[CH2:12][CH2:11]1)=[O:9])([CH3:6])([CH3:5])[CH3:4]. The catalyst is CCO. The product is [C:3]([O:7][C:8]([N:10]1[CH2:15][CH2:14][C:13](=[CH:16][C:17]2[CH:22]=[CH:21][CH:20]=[CH:19][C:18]=2[C:23]([OH:25])=[O:24])[CH2:12][CH2:11]1)=[O:9])([CH3:6])([CH3:4])[CH3:5]. The yield is 0.940. (6) The reactants are Cl.[F:2][C:3]1[CH:10]=[CH:9][C:6]([C:7]#[N:8])=[CH:5][CH:4]=1.[CH3:11][OH:12].C(Cl)[Cl:14]. No catalyst specified. The product is [ClH:14].[F:2][C:3]1[CH:10]=[CH:9][C:6]([C:7](=[NH:8])[O:12][CH3:11])=[CH:5][CH:4]=1. The yield is 0.360. (7) The reactants are [C:1]([NH:5][S:6]([C:9]1[CH:10]=[N:11][N:12]2[C:17]([NH:18][C:19]3[CH:24]=[CH:23][C:22]([Cl:25])=[CH:21][C:20]=3[Cl:26])=[C:16]([C:27]([O:29]CC)=O)[CH:15]=[N:14][C:13]=12)(=[O:8])=[O:7])([CH3:4])([CH3:3])[CH3:2].[F:32][C:33]1[CH:38]=[CH:37][C:36]([CH:39]2[CH2:44][CH2:43][NH:42][CH2:41][CH2:40]2)=[CH:35][CH:34]=1. No catalyst specified. The product is [C:1]([NH:5][S:6]([C:9]1[CH:10]=[N:11][N:12]2[C:17]([NH:18][C:19]3[CH:24]=[CH:23][C:22]([Cl:25])=[CH:21][C:20]=3[Cl:26])=[C:16]([C:27]([N:42]3[CH2:43][CH2:44][CH:39]([C:36]4[CH:35]=[CH:34][C:33]([F:32])=[CH:38][CH:37]=4)[CH2:40][CH2:41]3)=[O:29])[CH:15]=[N:14][C:13]=12)(=[O:7])=[O:8])([CH3:4])([CH3:3])[CH3:2]. The yield is 0.410. (8) The reactants are Br[C:2]1[C:10]2[C:5](=[N:6][C:7]([NH:11][CH2:12][CH2:13][CH3:14])=[N:8][CH:9]=2)[NH:4][N:3]=1.C([O-])([O-])=O.[K+].[K+].[CH:21]1(Cl)[CH2:26][CH2:25][CH2:24][CH2:23][CH2:22]1.[C:28]1(B(O)O)[CH:33]=[CH:32][CH:31]=[CH:30][CH:29]=1. The yield is 0.670. The product is [CH:21]1([N:4]2[C:5]3=[N:6][C:7]([NH:11][CH2:12][CH2:13][CH3:14])=[N:8][CH:9]=[C:10]3[C:2]([C:28]3[CH:33]=[CH:32][CH:31]=[CH:30][CH:29]=3)=[N:3]2)[CH2:26][CH2:25][CH2:24][CH2:23][CH2:22]1. The catalyst is C1C=CC([P]([Pd]([P](C2C=CC=CC=2)(C2C=CC=CC=2)C2C=CC=CC=2)([P](C2C=CC=CC=2)(C2C=CC=CC=2)C2C=CC=CC=2)[P](C2C=CC=CC=2)(C2C=CC=CC=2)C2C=CC=CC=2)(C2C=CC=CC=2)C2C=CC=CC=2)=CC=1.O.CN(C=O)C. (9) The reactants are [O:1]1[CH2:6][CH2:5]O[CH2:3][CH2:2]1.Br[C:8]1[CH:9]=[C:10]([CH:13]=[CH:14][C:15]=1[N:16]1[CH2:21][CH2:20][O:19][CH2:18][CH2:17]1)[CH:11]=[O:12].C([Sn](CCCC)(CCCC)C1OC=CC=1)CCC.[F-].[K+]. The catalyst is Cl[Pd](Cl)([P](C1C=CC=CC=1)(C1C=CC=CC=1)C1C=CC=CC=1)[P](C1C=CC=CC=1)(C1C=CC=CC=1)C1C=CC=CC=1.C(OCC)(=O)C. The product is [O:1]1[CH:6]=[CH:5][CH:3]=[C:2]1[C:8]1[CH:9]=[C:10]([CH:13]=[CH:14][C:15]=1[N:16]1[CH2:21][CH2:20][O:19][CH2:18][CH2:17]1)[CH:11]=[O:12]. The yield is 0.840. (10) The reactants are Br[C:2]1[CH:7]=[C:6]([F:8])[CH:5]=[CH:4][C:3]=1[CH2:9][OH:10].[F:11][C:12]1[CH:17]=[CH:16][C:15]([CH:18]=[CH2:19])=[CH:14][CH:13]=1.CCN(CC)CC. The catalyst is Cl[Pd](Cl)([P](C1C=CC=CC=1)(C1C=CC=CC=1)C1C=CC=CC=1)[P](C1C=CC=CC=1)(C1C=CC=CC=1)C1C=CC=CC=1.CN(C=O)C. The product is [F:8][C:6]1[CH:5]=[CH:4][C:3]([CH2:9][OH:10])=[C:2](/[CH:19]=[CH:18]/[C:15]2[CH:16]=[CH:17][C:12]([F:11])=[CH:13][CH:14]=2)[CH:7]=1. The yield is 0.500.